This data is from NCI-60 drug combinations with 297,098 pairs across 59 cell lines. The task is: Regression. Given two drug SMILES strings and cell line genomic features, predict the synergy score measuring deviation from expected non-interaction effect. Drug 1: CC12CCC(CC1=CCC3C2CCC4(C3CC=C4C5=CN=CC=C5)C)O. Drug 2: C1=C(C(=O)NC(=O)N1)N(CCCl)CCCl. Cell line: KM12. Synergy scores: CSS=25.3, Synergy_ZIP=-3.54, Synergy_Bliss=-1.10, Synergy_Loewe=-1.85, Synergy_HSA=-1.11.